This data is from Forward reaction prediction with 1.9M reactions from USPTO patents (1976-2016). The task is: Predict the product of the given reaction. (1) The product is: [C:14]([O:18][C:19]([N:21]1[CH2:25][CH:24]([C:26]2[CH:31]=[CH:30][CH:29]=[C:28]([O:32][C:33]([F:34])([F:35])[F:36])[CH:27]=2)[CH:23]([NH:37][C:2]2[CH:11]=[CH:10][C:9]([C:12]#[N:13])=[C:8]3[C:3]=2[CH:4]=[CH:5][CH:6]=[N:7]3)[CH2:22]1)=[O:20])([CH3:17])([CH3:15])[CH3:16]. Given the reactants Br[C:2]1[CH:11]=[CH:10][C:9]([C:12]#[N:13])=[C:8]2[C:3]=1[CH:4]=[CH:5][CH:6]=[N:7]2.[C:14]([O:18][C:19]([N:21]1[CH2:25][CH:24]([C:26]2[CH:31]=[CH:30][CH:29]=[C:28]([O:32][C:33]([F:36])([F:35])[F:34])[CH:27]=2)[CH:23]([NH2:37])[CH2:22]1)=[O:20])([CH3:17])([CH3:16])[CH3:15].[Na].CC([O-])(C)C.C1(P(C2CCCCC2)C2C=CC=CC=2C2C(C(C)C)=CC(C(C)C)=CC=2C(C)C)CCCCC1, predict the reaction product. (2) The product is: [CH3:1][C@:2]1([C:9]([OH:13])=[O:10])[CH2:8][CH2:7][CH2:6][CH2:5][CH2:4][O:3]1. Given the reactants [CH3:1][C@:2]1([CH2:9][OH:10])[CH2:8][CH2:7][CH2:6][CH2:5][CH2:4][O:3]1.CC(C)=[O:13].OS(O)(=O)=O.O=[Cr](=O)=O, predict the reaction product. (3) Given the reactants [Cl:1][C:2]1[C:3]([CH3:10])=[C:4]([NH2:9])[C:5]([NH2:8])=[N:6][CH:7]=1.[OH:11][C:12]1[CH:13]=[C:14]([CH:17]=[CH:18][C:19]=1[N+:20]([O-:22])=[O:21])[CH:15]=O, predict the reaction product. The product is: [Cl:1][C:2]1[C:3]([CH3:10])=[C:4]2[N:9]=[C:15]([C:14]3[CH:17]=[CH:18][C:19]([N+:20]([O-:22])=[O:21])=[C:12]([OH:11])[CH:13]=3)[NH:8][C:5]2=[N:6][CH:7]=1. (4) Given the reactants [CH:1]1([O:9][CH2:10][C:11](OC)=[O:12])[CH2:8][CH2:7][CH2:6][CH:5]=[CH:4][CH2:3][CH2:2]1.CC(C[AlH]CC(C)C)C, predict the reaction product. The product is: [CH:1]1([O:9][CH2:10][CH2:11][OH:12])[CH2:2][CH2:3][CH2:4][CH:5]=[CH:6][CH2:7][CH2:8]1. (5) Given the reactants [CH3:1][O:2]/[CH:3]=[C:4]1\[CH2:5][N:6]([C:11]([O:13][C:14]([CH3:17])([CH3:16])[CH3:15])=[O:12])[CH2:7][CH2:8][C:9]\1=[O:10], predict the reaction product. The product is: [CH3:1][O:2][CH2:3][CH:4]1[C:9](=[O:10])[CH2:8][CH2:7][N:6]([C:11]([O:13][C:14]([CH3:17])([CH3:16])[CH3:15])=[O:12])[CH2:5]1. (6) Given the reactants C[O:2][C:3](=[O:21])[CH:4]([C:14]1[CH:19]=[CH:18][C:17]([CH3:20])=[CH:16][CH:15]=1)[CH2:5][NH:6][C:7]([O:9][C:10]([CH3:13])([CH3:12])[CH3:11])=[O:8].O.O.[OH-].[Li+], predict the reaction product. The product is: [C:10]([O:9][C:7]([NH:6][CH2:5][CH:4]([C:14]1[CH:15]=[CH:16][C:17]([CH3:20])=[CH:18][CH:19]=1)[C:3]([OH:21])=[O:2])=[O:8])([CH3:13])([CH3:12])[CH3:11]. (7) Given the reactants [OH:1][CH2:2][C:3]1[CH:4]=[C:5]2[C:9](=[CH:10][CH:11]=1)[C:8](=[O:12])[NH:7][CH2:6]2, predict the reaction product. The product is: [O:12]=[C:8]1[C:9]2[C:5](=[CH:4][C:3]([CH:2]=[O:1])=[CH:11][CH:10]=2)[CH2:6][NH:7]1. (8) Given the reactants C[O:2][C:3](=[O:34])[C@@H:4]([NH:14][C:15]1[N:20]=[C:19](Cl)[N:18]=[C:17]([N:22]2[CH2:27][CH2:26][N:25]([C:28]3[CH:33]=[CH:32][CH:31]=[CH:30][N:29]=3)[CH2:24][CH2:23]2)[N:16]=1)[CH2:5][O:6][CH2:7][C:8]1[CH:13]=[CH:12][CH:11]=[CH:10][CH:9]=1.[CH:35]1[C:44]2[C:39](=[CH:40][CH:41]=[CH:42][CH:43]=2)[CH:38]=[CH:37][C:36]=1B(O)O.C(=O)([O-])[O-].[Na+].[Na+].[OH-].[Li+].C(O)(=O)CC(CC(O)=O)(C(O)=O)O, predict the reaction product. The product is: [CH2:7]([O:6][CH2:5][C@H:4]([NH:14][C:15]1[N:20]=[C:19]([C:37]2[CH:36]=[CH:35][C:44]3[C:39](=[CH:40][CH:41]=[CH:42][CH:43]=3)[CH:38]=2)[N:18]=[C:17]([N:22]2[CH2:23][CH2:24][N:25]([C:28]3[CH:33]=[CH:32][CH:31]=[CH:30][N:29]=3)[CH2:26][CH2:27]2)[N:16]=1)[C:3]([OH:2])=[O:34])[C:8]1[CH:13]=[CH:12][CH:11]=[CH:10][CH:9]=1.